Dataset: Reaction yield outcomes from USPTO patents with 853,638 reactions. Task: Predict the reaction yield, written as a fraction of the theoretical maximum amount of product (1.0 means a 100% yield; for example, 0.34 means a 34% yield). The reactants are Cl.[F:2][C:3]1[CH:8]=[CH:7][C:6]([S:9]([NH:12][C:13]2[CH:14]=[C:15]3[C:19](=[CH:20][CH:21]=2)[N:18]([CH3:22])[CH:17]=[C:16]3[CH:23]2[CH2:28][CH2:27][N:26](C(OC(C)(C)C)=O)[CH2:25][CH2:24]2)(=[O:11])=[O:10])=[CH:5][CH:4]=1.C([O-])(O)=O.[Na+]. The catalyst is O1CCOCC1.CO. The product is [F:2][C:3]1[CH:8]=[CH:7][C:6]([S:9]([NH:12][C:13]2[CH:14]=[C:15]3[C:19](=[CH:20][CH:21]=2)[N:18]([CH3:22])[CH:17]=[C:16]3[CH:23]2[CH2:28][CH2:27][NH:26][CH2:25][CH2:24]2)(=[O:10])=[O:11])=[CH:5][CH:4]=1. The yield is 0.970.